From a dataset of Forward reaction prediction with 1.9M reactions from USPTO patents (1976-2016). Predict the product of the given reaction. (1) Given the reactants [NH2:1][C:2]1[CH:10]=[CH:9][CH:8]=[C:7]([CH3:11])[C:3]=1[C:4]([OH:6])=[O:5].[N:12]1[CH:17]=[CH:16][C:15]([CH:18]=O)=[CH:14][CH:13]=1, predict the reaction product. The product is: [CH3:11][C:7]1[CH:8]=[CH:9][CH:10]=[C:2]([NH:1][CH2:18][C:15]2[CH:16]=[CH:17][N:12]=[CH:13][CH:14]=2)[C:3]=1[C:4]([OH:6])=[O:5]. (2) Given the reactants [C:12]([O:11][C:9](O[C:9]([O:11][C:12]([CH3:15])([CH3:14])[CH3:13])=[O:10])=[O:10])([CH3:15])([CH3:14])[CH3:13].[Cl:16][C:17]1[CH:18]=[C:19]([N:24]2[C:28](=[O:29])[CH2:27][NH:26][C:25]2=[S:30])[CH:20]=[C:21]([Cl:23])[CH:22]=1, predict the reaction product. The product is: [C:12]([O:11][C:9]([N:26]1[CH2:27][C:28](=[O:29])[N:24]([C:19]2[CH:18]=[C:17]([Cl:16])[CH:22]=[C:21]([Cl:23])[CH:20]=2)[C:25]1=[S:30])=[O:10])([CH3:13])([CH3:14])[CH3:15]. (3) Given the reactants [CH2:1]([N:3]([CH:14]1[CH2:19][CH2:18][O:17][CH2:16][CH2:15]1)[C:4]1[S:8][CH:7]=[C:6]([C:9]([O:11][CH3:12])=[O:10])[C:5]=1[CH3:13])[CH3:2].C1C(=O)N([Br:27])C(=O)C1.CCOC(C)=O, predict the reaction product. The product is: [Br:27][C:7]1[S:8][C:4]([N:3]([CH2:1][CH3:2])[CH:14]2[CH2:19][CH2:18][O:17][CH2:16][CH2:15]2)=[C:5]([CH3:13])[C:6]=1[C:9]([O:11][CH3:12])=[O:10]. (4) Given the reactants [N-:1]=[N+:2]=[N-:3].[Na+].Br[CH2:6]/[CH:7]=[CH:8]/[C:9]([O:11][CH3:12])=[O:10].[NH4+].[Cl-].O, predict the reaction product. The product is: [N:1]([CH2:6]/[CH:7]=[CH:8]/[C:9]([O:11][CH3:12])=[O:10])=[N+:2]=[N-:3]. (5) Given the reactants [CH:1](=O)[CH3:2].[NH:4]1[C:8]2[CH:9]=[CH:10][CH:11]=[CH:12][C:7]=2[N:6]=[C:5]1[NH:13][C:14]([C:16]1[NH:20][CH:19]=[N:18][C:17]=1[C:21]([NH:23][C:24]1[CH:29]=[CH:28][C:27]([O:30][CH:31]2[CH2:36][CH2:35][NH:34][CH2:33][CH2:32]2)=[CH:26][C:25]=1[CH3:37])=[O:22])=[O:15].C(O[BH-](OC(=O)C)OC(=O)C)(=O)C.[Na+].Cl, predict the reaction product. The product is: [NH:4]1[C:8]2[CH:9]=[CH:10][CH:11]=[CH:12][C:7]=2[N:6]=[C:5]1[NH:13][C:14]([C:16]1[NH:20][CH:19]=[N:18][C:17]=1[C:21]([NH:23][C:24]1[CH:29]=[CH:28][C:27]([O:30][CH:31]2[CH2:36][CH2:35][N:34]([CH2:1][CH3:2])[CH2:33][CH2:32]2)=[CH:26][C:25]=1[CH3:37])=[O:22])=[O:15]. (6) Given the reactants [Br:1][C:2]1[CH:7]=[CH:6][C:5]([CH2:8][CH2:9][C:10](O)=[O:11])=[CH:4][CH:3]=1.B, predict the reaction product. The product is: [Br:1][C:2]1[CH:3]=[CH:4][C:5]([CH2:8][CH2:9][CH2:10][OH:11])=[CH:6][CH:7]=1.